Dataset: Experimentally validated miRNA-target interactions with 360,000+ pairs, plus equal number of negative samples. Task: Binary Classification. Given a miRNA mature sequence and a target amino acid sequence, predict their likelihood of interaction. (1) The miRNA is hsa-miR-3121-5p with sequence UCCUUUGCCUAUUCUAUUUAAG. The protein sequence of the target gene is MSLFKARDWWSTILGDKEEFDQGCLCLANVDNSGNGQDKIIVGSFMGYLRIFSPHPAKTGDGAQAEDLLLEVDLRDPVLQVEVGKFVSGTEMLHLAVLHSRKLCVYSVSGTLGNVEHGNQCQMKLMYEHNLQRTACNMTYGSFGGVKGRDLICIQSMDGMLMVFEQESYAFGRFLPGFLLPGPLAYSSRTDSFLTVSSCQQVESYKYQVLAFATDADKRQETEQQKLGSGKRLVVDWTLNIGEQALDICIVSFNQSASSVFVLGERNFFCLKDNGQIRFMKKLDWSPSCFLPYCSVSEGT.... Result: 1 (interaction). (2) The miRNA is mmu-miR-7b-5p with sequence UGGAAGACUUGUGAUUUUGUUGUU. The protein sequence of the target gene is MASTTSTKKMMEEATCSICLSLMTNPVSINCGHSYCHLCITDFFKNPSQKQLRQETFCCPQCRAPFHMDSLRPNKQLGSLIEALKETDQEMSCEEHGEQFHLFCEDEGQLICWRCERAPQHKGHTTALVEDVCQGYKEKLQKAVTKLKQLEDRCTEQKLSTAMRITKWKEKVQIQRQKIRSDFKNLQCFLHEEEKSYLWRLEKEEQQTLSRLRDYEAGLGLKSNELKSHILELEEKCQGSAQKLLQNVNDTLSRSWAVKLETSEAVSLELHTMCNVSKLYFDVKKMLRSHQVSVTLDPDT.... Result: 0 (no interaction). (3) Result: 1 (interaction). The protein sequence of the target gene is MQVPQLLVLFGSQTGTAQDEAERLGREARRRRLGCRVQALDSYSVANLIREPLVIFVCATTGQGDPPDNMKNFWRFIFRKSLPSSSLCQMDFAVLGLGDSSYAKFNFVAKKLHRRLLQLGGSALLPPCLGDDQHELGPDAAIDPWVGDLWEKIMVMYPVPLDIPEIPHGVPLPSKFIFQFLQEVPSIGAEELNIASSAPQTPPSELQPFLAPVITNQRVTGPQHFQDVRLIEFDITDSNISFAAGDVVFILPSNSEAHTQQFCQVLCLDPNQFFTLKPREPGVPDPPGLPQPCTVWNLVS.... The miRNA is mmu-miR-3064-5p with sequence UCUGGCUGUUGUGGUGUGCAAA.